This data is from Forward reaction prediction with 1.9M reactions from USPTO patents (1976-2016). The task is: Predict the product of the given reaction. (1) Given the reactants Cl[C:2]1[C:7]([C:8]#[N:9])=[CH:6][N:5]=[C:4]2[C:10]3[CH:16]=[CH:15][CH:14]=[CH:13][C:11]=3[S:12][C:3]=12.[Cl:17][C:18]1[CH:24]=[C:23]([Cl:25])[CH:22]=[CH:21][C:19]=1[NH2:20].Cl.N1C=CC=CC=1, predict the reaction product. The product is: [Cl:17][C:18]1[CH:24]=[C:23]([Cl:25])[CH:22]=[CH:21][C:19]=1[NH:20][C:2]1[C:7]([C:8]#[N:9])=[CH:6][N:5]=[C:4]2[C:10]3[CH:16]=[CH:15][CH:14]=[CH:13][C:11]=3[S:12][C:3]=12. (2) The product is: [F:12][CH:13]([F:24])[O:14][C:15]1[CH:16]=[C:17]([NH:21][C:22]([NH:7][CH2:6][CH2:5][C:4]2[CH:3]=[C:2]([F:1])[CH:10]=[C:9]([F:11])[CH:8]=2)=[O:23])[CH:18]=[CH:19][CH:20]=1. Given the reactants [F:1][C:2]1[CH:3]=[C:4]([CH:8]=[C:9]([F:11])[CH:10]=1)[CH2:5][CH2:6][NH2:7].[F:12][CH:13]([F:24])[O:14][C:15]1[CH:16]=[C:17]([N:21]=[C:22]=[O:23])[CH:18]=[CH:19][CH:20]=1.NN, predict the reaction product. (3) Given the reactants [C:1]([C:4]1[CH:5]=[C:6]([N:10]2[C:15](=[O:16])[C:14]([CH2:17][C:18]3[CH:23]=[CH:22][C:21]([C:24]4[C:25]([C:30]#[N:31])=[CH:26][CH:27]=[CH:28][CH:29]=4)=[CH:20][CH:19]=3)=[C:13]([CH2:32][CH2:33][CH2:34][CH3:35])[N:12]=[C:11]2[CH3:36])[CH:7]=[CH:8][CH:9]=1)(=[O:3])[CH3:2].C(OCC)(=O)C.O, predict the reaction product. The product is: [CH2:32]([C:13]1[N:12]=[C:11]([CH3:36])[N:10]([C:6]2[CH:7]=[CH:8][CH:9]=[C:4]([CH:1]([OH:3])[CH3:2])[CH:5]=2)[C:15](=[O:16])[C:14]=1[CH2:17][C:18]1[CH:19]=[CH:20][C:21]([C:24]2[C:25]([C:30]#[N:31])=[CH:26][CH:27]=[CH:28][CH:29]=2)=[CH:22][CH:23]=1)[CH2:33][CH2:34][CH3:35]. (4) Given the reactants [OH-].[Na+].[NH2:3][C:4]1[C:9](Cl)=[C:8]([Cl:11])[N:7]=[C:6]([C:12]([OH:14])=[O:13])[C:5]=1[Cl:15], predict the reaction product. The product is: [NH2:3][C:4]1[CH:9]=[C:8]([Cl:11])[N:7]=[C:6]([C:12]([OH:14])=[O:13])[C:5]=1[Cl:15]. (5) The product is: [CH3:1][O:2][C:3](=[O:12])[C:4]1[C:9]([O:21][C:17]2[CH:18]=[C:19]([Cl:20])[C:14]([Br:13])=[CH:15][C:16]=2[Cl:22])=[CH:8][C:7]([CH3:11])=[N:6][CH:5]=1. Given the reactants [CH3:1][O:2][C:3](=[O:12])[C:4]1[C:9](Cl)=[CH:8][C:7]([CH3:11])=[N:6][CH:5]=1.[Br:13][C:14]1[C:19]([Cl:20])=[CH:18][C:17]([OH:21])=[C:16]([Cl:22])[CH:15]=1.C(=O)([O-])[O-].[Cs+].[Cs+].C(OCC)(=O)C, predict the reaction product. (6) Given the reactants ClC(OC1C=CC([N+]([O-])=O)=CC=1)=[O:3].[NH2:14][O:15][CH2:16][C:17]([O:19][C:20]([CH3:23])([CH3:22])[CH3:21])=[O:18].[CH2:24]([N:26]([CH2:29]C)CC)[CH3:25], predict the reaction product. The product is: [CH2:24]([NH:26][C:29](=[O:3])[NH:14][O:15][CH2:16][C:17]([O:19][C:20]([CH3:23])([CH3:22])[CH3:21])=[O:18])[CH3:25]. (7) Given the reactants C([O:8][C:9]1[CH:31]=[CH:30][C:12]([O:13][CH2:14][CH2:15][CH2:16][CH2:17][N:18]2[C:28](=[O:29])[C:27]3[C:22](=[CH:23][CH:24]=[CH:25][CH:26]=3)[S:19]2(=[O:21])=[O:20])=[CH:11][CH:10]=1)C1C=CC=CC=1.C1CC=CCC=1, predict the reaction product. The product is: [OH:8][C:9]1[CH:10]=[CH:11][C:12]([O:13][CH2:14][CH2:15][CH2:16][CH2:17][N:18]2[C:28](=[O:29])[C:27]3[C:22](=[CH:23][CH:24]=[CH:25][CH:26]=3)[S:19]2(=[O:21])=[O:20])=[CH:30][CH:31]=1. (8) Given the reactants [Cl:1][C:2]1[CH:3]=[CH:4][C:5]([C:20]#[N:21])=[C:6]([C:8]2[CH:13]=[CH:12][N:11]([CH:14]([CH3:18])[C:15]([OH:17])=O)[C:10](=[O:19])[CH:9]=2)[CH:7]=1.[NH2:22][C:23]1[CH:31]=[C:30]2[C:26]([C:27](=[O:40])[N:28]([CH3:39])[N:29]2[C:32]([O:34][C:35]([CH3:38])([CH3:37])[CH3:36])=[O:33])=[CH:25][CH:24]=1, predict the reaction product. The product is: [Cl:1][C:2]1[CH:3]=[CH:4][C:5]([C:20]#[N:21])=[C:6]([C:8]2[CH:13]=[CH:12][N:11]([CH:14]([CH3:18])[C:15]([NH:22][C:23]3[CH:31]=[C:30]4[C:26]([C:27](=[O:40])[N:28]([CH3:39])[N:29]4[C:32]([O:34][C:35]([CH3:36])([CH3:37])[CH3:38])=[O:33])=[CH:25][CH:24]=3)=[O:17])[C:10](=[O:19])[CH:9]=2)[CH:7]=1. (9) The product is: [CH3:34][O:35][C:1](=[O:5])[C:2]([C:22]1[C:21]2[C:16](=[C:17]([Cl:23])[CH:18]=[CH:19][CH:20]=2)[NH:15][C:14]=1[C:11]1[CH:12]=[CH:13][C:8]([Cl:7])=[C:9]([S:24](=[O:26])(=[O:25])[NH:27][CH:28]2[CH2:33][CH2:32][CH2:31][CH2:30][CH2:29]2)[CH:10]=1)=[O:3]. Given the reactants [C:1](Cl)(=[O:5])[C:2](Cl)=[O:3].[Cl:7][C:8]1[CH:13]=[CH:12][C:11]([C:14]2[NH:15][C:16]3[C:21]([CH:22]=2)=[CH:20][CH:19]=[CH:18][C:17]=3[Cl:23])=[CH:10][C:9]=1[S:24]([NH:27][CH:28]1[CH2:33][CH2:32][CH2:31][CH2:30][CH2:29]1)(=[O:26])=[O:25].[CH3:34][OH:35], predict the reaction product.